From a dataset of Full USPTO retrosynthesis dataset with 1.9M reactions from patents (1976-2016). Predict the reactants needed to synthesize the given product. (1) Given the product [I-:9].[CH2:1]([N+:3]([CH2:11][CH3:12])([CH2:7][CH3:8])[CH2:4][CH2:5][OH:6])[CH3:2], predict the reactants needed to synthesize it. The reactants are: [CH2:1]([N:3]([CH2:7][CH3:8])[CH2:4][CH2:5][OH:6])[CH3:2].[I:9]C.[CH3:11][C:12](C)=O. (2) Given the product [Cl:24][CH2:25][CH2:26][CH2:27][O:28][C:29]1[CH:37]=[C:36]2[C:32]([CH:33]=[N:34][NH:35]2)=[CH:31][C:30]=1[NH:38][C:2]1[C:3]2[C:10]3[CH2:11][CH2:12][CH:13]([C:15]([N:17]4[CH2:22][CH2:21][N:20]([CH3:23])[CH2:19][CH2:18]4)=[O:16])[CH2:14][C:9]=3[S:8][C:4]=2[N:5]=[CH:6][N:7]=1, predict the reactants needed to synthesize it. The reactants are: Cl[C:2]1[C:3]2[C:10]3[CH2:11][CH2:12][CH:13]([C:15]([N:17]4[CH2:22][CH2:21][N:20]([CH3:23])[CH2:19][CH2:18]4)=[O:16])[CH2:14][C:9]=3[S:8][C:4]=2[N:5]=[CH:6][N:7]=1.[Cl:24][CH2:25][CH2:26][CH2:27][O:28][C:29]1[CH:37]=[C:36]2[C:32]([CH:33]=[N:34][NH:35]2)=[CH:31][C:30]=1[NH2:38]. (3) Given the product [Cl:9][C:10]1[CH:17]=[CH:16][C:13]([C:14]#[N:15])=[C:12]([O:6][CH2:5][C:4]([F:8])([F:7])[F:3])[CH:11]=1, predict the reactants needed to synthesize it. The reactants are: [H-].[Na+].[F:3][C:4]([F:8])([F:7])[CH2:5][OH:6].[Cl:9][C:10]1[CH:17]=[CH:16][C:13]([C:14]#[N:15])=[C:12](F)[CH:11]=1.Cl. (4) Given the product [F:7][C:8]([F:15])([F:14])[C:9](=[CH2:13])[C:10]([O:12][C:16]([CH3:19])([CH3:18])[CH3:17])=[O:11], predict the reactants needed to synthesize it. The reactants are: C(Cl)(=O)C(Cl)=O.[F:7][C:8]([F:15])([F:14])[C:9](=[CH2:13])[C:10]([OH:12])=[O:11].[C:16](O)([CH3:19])([CH3:18])[CH3:17].N1C=CC=CC=1. (5) Given the product [F:41][C:40]([F:43])([F:42])[S:37]([O:17][C:12]1[CH:13]2[CH2:15][CH2:16][CH:10]([C:11]=1[CH3:18])[N:9]([C:6]1[CH:5]=[CH:4][C:3]([O:2][CH3:1])=[CH:8][CH:7]=1)[CH2:14]2)(=[O:39])=[O:38], predict the reactants needed to synthesize it. The reactants are: [CH3:1][O:2][C:3]1[CH:8]=[CH:7][C:6]([N:9]2[CH2:14][CH:13]3[CH2:15][CH2:16][CH:10]2[CH:11]([CH3:18])[C:12]3=[O:17])=[CH:5][CH:4]=1.C[Si]([N-][Si](C)(C)C)(C)C.[Na+].ClC1C=CC(N([S:37]([C:40]([F:43])([F:42])[F:41])(=[O:39])=[O:38])[S:37]([C:40]([F:43])([F:42])[F:41])(=[O:39])=[O:38])=NC=1.